Dataset: Full USPTO retrosynthesis dataset with 1.9M reactions from patents (1976-2016). Task: Predict the reactants needed to synthesize the given product. (1) Given the product [CH3:37][O:38][C:39](=[O:50])[C:40]1[CH:45]=[CH:44][C:43]([O:46][CH2:47][CH2:48][C:16]2[C:17]3[C:22](=[CH:21][C:20]([Cl:23])=[CH:19][CH:18]=3)[N:14]([CH:1]([C:2]3[CH:7]=[CH:6][CH:5]=[CH:4][CH:3]=3)[C:8]3[CH:9]=[CH:10][CH:11]=[CH:12][CH:13]=3)[C:15]=2[CH2:24][CH2:25][NH:26][S:27]([CH2:30][C:31]2[CH:36]=[CH:35][CH:34]=[CH:33][CH:32]=2)(=[O:29])=[O:28])=[CH:42][CH:41]=1, predict the reactants needed to synthesize it. The reactants are: [CH:1]([N:14]1[C:22]2[C:17](=[CH:18][CH:19]=[C:20]([Cl:23])[CH:21]=2)[CH:16]=[C:15]1[CH2:24][CH2:25][NH:26][S:27]([CH2:30][C:31]1[CH:36]=[CH:35][CH:34]=[CH:33][CH:32]=1)(=[O:29])=[O:28])([C:8]1[CH:13]=[CH:12][CH:11]=[CH:10][CH:9]=1)[C:2]1[CH:7]=[CH:6][CH:5]=[CH:4][CH:3]=1.[CH3:37][O:38][C:39](=[O:50])[C:40]1[CH:45]=[CH:44][C:43]([O:46][CH2:47][CH:48]=O)=[CH:42][CH:41]=1.C([SiH](CC)CC)C.C(O)(C(F)(F)F)=O. (2) Given the product [Cl:1][C:2]1[CH:7]=[CH:6][C:5]([C@:8]2([O:31][CH3:32])[O:13][C@H:12]([CH:14]=[O:15])[C@@H:11]([O:16][Si:17]([CH3:20])([CH3:18])[CH3:19])[C@H:10]([O:21][Si:22]([CH3:23])([CH3:24])[CH3:25])[C@H:9]2[O:26][Si:27]([CH3:28])([CH3:29])[CH3:30])=[CH:4][C:3]=1[CH2:33][O:34][C:35]1[CH:40]=[CH:39][CH:38]=[CH:37][CH:36]=1, predict the reactants needed to synthesize it. The reactants are: [Cl:1][C:2]1[CH:7]=[CH:6][C:5]([C@:8]2([O:31][CH3:32])[O:13][C@H:12]([CH2:14][OH:15])[C@@H:11]([O:16][Si:17]([CH3:20])([CH3:19])[CH3:18])[C@H:10]([O:21][Si:22]([CH3:25])([CH3:24])[CH3:23])[C@H:9]2[O:26][Si:27]([CH3:30])([CH3:29])[CH3:28])=[CH:4][C:3]=1[CH2:33][O:34][C:35]1[CH:40]=[CH:39][CH:38]=[CH:37][CH:36]=1.C(Cl)Cl.C(N(CC)CC)C. (3) Given the product [O:1]1[CH:5]=[CH:4][CH:3]=[C:2]1[C:6]1[N:7]=[C:8]2[NH:19][C:20]([CH3:21])=[N:18][C:9]2=[CH:10][C:11]=1[C:12]1[CH:17]=[CH:16][N:15]=[CH:14][CH:13]=1, predict the reactants needed to synthesize it. The reactants are: [O:1]1[CH:5]=[CH:4][CH:3]=[C:2]1[C:6]1[C:11]([C:12]2[CH:17]=[CH:16][N:15]=[CH:14][CH:13]=2)=[CH:10][C:9]([NH2:18])=[C:8]([NH2:19])[N:7]=1.[CH2:20](OC(OCC)(OCC)C)[CH3:21].O.C(=O)([O-])O.[Na+].